From a dataset of Forward reaction prediction with 1.9M reactions from USPTO patents (1976-2016). Predict the product of the given reaction. (1) Given the reactants [NH2:1][C:2]1[O:6][N:5]=[C:4]([C:7]2[CH:12]=[CH:11][CH:10]=[C:9]([F:13])[CH:8]=2)[C:3]=1[C:14]([OH:16])=O.Cl.C(N=C=NCCCN(C)C)C.[Cl:29][C:30]1[CH:31]=[C:32]([N:37]2[CH2:42][CH2:41][NH:40][CH2:39][CH2:38]2)[CH:33]=[CH:34][C:35]=1[Cl:36], predict the reaction product. The product is: [NH2:1][C:2]1[O:6][N:5]=[C:4]([C:7]2[CH:12]=[CH:11][CH:10]=[C:9]([F:13])[CH:8]=2)[C:3]=1[C:14]([N:40]1[CH2:39][CH2:38][N:37]([C:32]2[CH:33]=[CH:34][C:35]([Cl:36])=[C:30]([Cl:29])[CH:31]=2)[CH2:42][CH2:41]1)=[O:16]. (2) The product is: [Br:1][C:2]1[CH:7]=[CH:6][C:5]([CH2:8][O:9][C:43]2[CH:42]=[CH:41][C:40]([C@@H:34]([C:35]3[CH:39]=[CH:38][O:37][N:36]=3)[CH2:33][C:32]([N:27]3[C@@H:26]([CH2:19][C:20]4[CH:21]=[CH:22][CH:23]=[CH:24][CH:25]=4)[CH2:30][O:29][C:28]3=[O:31])=[O:47])=[CH:45][CH:44]=2)=[CH:4][C:3]=1[O:10][C:11]([F:13])([F:12])[F:14]. Given the reactants [Br:1][C:2]1[CH:7]=[CH:6][C:5]([CH2:8][OH:9])=[CH:4][C:3]=1[O:10][C:11]([F:14])([F:13])[F:12].S(Br)(Br)=O.[CH2:19]([C@H:26]1[CH2:30][O:29][C:28](=[O:31])[N:27]1[C:32](=[O:47])[CH2:33][C@@H:34]([C:40]1[CH:45]=[CH:44][C:43](O)=[CH:42][CH:41]=1)[C:35]1[CH:39]=[CH:38][O:37][N:36]=1)[C:20]1[CH:25]=[CH:24][CH:23]=[CH:22][CH:21]=1.C([O-])([O-])=O.[Cs+].[Cs+], predict the reaction product. (3) Given the reactants [NH2:1][C@H:2]([C:12]1[C:17]([C:18]2[CH:19]=[CH:20][CH:21]=[C:22]3[C:26]=2[N:25]([CH3:27])[N:24]=[C:23]3[NH:28][S:29]([N:32]2[CH2:37][CH2:36][N:35]([CH3:38])[CH2:34][CH2:33]2)(=[O:31])=[O:30])=[CH:16][CH:15]=[C:14]([C:39]#[C:40][C:41]([OH:44])([CH3:43])[CH3:42])[N:13]=1)[CH2:3][C:4]1[CH:9]=[C:8]([F:10])[CH:7]=[C:6]([F:11])[CH:5]=1.CCN(C(C)C)C(C)C.[F:54][C:55]1([F:79])[C:59]2[N:60]([CH2:67][C:68](ON3C(=O)CCC3=O)=[O:69])[N:61]=[C:62]([C:63]([F:66])([F:65])[F:64])[C:58]=2[C@H:57]2[CH2:78][C@@H:56]12, predict the reaction product. The product is: [F:79][C:55]1([F:54])[C:59]2[N:60]([CH2:67][C:68]([NH:1][C@H:2]([C:12]3[C:17]([C:18]4[CH:19]=[CH:20][CH:21]=[C:22]5[C:26]=4[N:25]([CH3:27])[N:24]=[C:23]5[NH:28][S:29]([N:32]4[CH2:37][CH2:36][N:35]([CH3:38])[CH2:34][CH2:33]4)(=[O:31])=[O:30])=[CH:16][CH:15]=[C:14]([C:39]#[C:40][C:41]([OH:44])([CH3:42])[CH3:43])[N:13]=3)[CH2:3][C:4]3[CH:5]=[C:6]([F:11])[CH:7]=[C:8]([F:10])[CH:9]=3)=[O:69])[N:61]=[C:62]([C:63]([F:66])([F:65])[F:64])[C:58]=2[C@H:57]2[CH2:78][C@@H:56]12. (4) Given the reactants [Cl:1][C:2]1[CH:7]=[CH:6][C:5]([C@H:8]2[N:15]3[C:11]([S:12][C:13]([C:19](O)=[O:20])=[C:14]3[CH:16]([CH3:18])[CH3:17])=[N:10][C@:9]2([C:23]2[CH:28]=[CH:27][C:26]([Cl:29])=[CH:25][CH:24]=2)[CH3:22])=[CH:4][CH:3]=1.[NH:30]1[CH2:34][CH2:33][C@@H:32]([OH:35])[CH2:31]1, predict the reaction product. The product is: [Cl:1][C:2]1[CH:3]=[CH:4][C:5]([C@H:8]2[N:15]3[C:11]([S:12][C:13]([C:19]([N:30]4[CH2:34][CH2:33][C@@H:32]([OH:35])[CH2:31]4)=[O:20])=[C:14]3[CH:16]([CH3:17])[CH3:18])=[N:10][C@:9]2([C:23]2[CH:24]=[CH:25][C:26]([Cl:29])=[CH:27][CH:28]=2)[CH3:22])=[CH:6][CH:7]=1. (5) Given the reactants Br[C:2]1[CH:3]=[C:4]([NH:8][CH:9]([C:13]2[CH:18]=[CH:17][CH:16]=[CH:15][CH:14]=2)[C:10]([NH2:12])=[O:11])[CH:5]=[N:6][CH:7]=1.B(O)(O)[C:20]1[CH:25]=[CH:24][N:23]=[C:22]([O:26][CH3:27])[CH:21]=1.C([O-])([O-])=O.[K+].[K+], predict the reaction product. The product is: [CH3:27][O:26][C:22]1[CH:21]=[C:20]([C:2]2[CH:7]=[N:6][CH:5]=[C:4]([NH:8][CH:9]([C:13]3[CH:18]=[CH:17][CH:16]=[CH:15][CH:14]=3)[C:10]([NH2:12])=[O:11])[CH:3]=2)[CH:25]=[CH:24][N:23]=1. (6) Given the reactants [Si]([O:8][C@H:9]1[CH2:14][CH2:13][C@H:12]([N:15]2[CH:19]=[C:18](B3OC(C)(C)C(C)(C)O3)[CH:17]=[N:16]2)[CH2:11][CH2:10]1)(C(C)(C)C)(C)C.Br[C:30]1[CH:31]=[C:32]2[C:38]([CH:39]([C:41]3[C:46]([O:47][CH3:48])=[CH:45][CH:44]=[C:43]([F:49])[C:42]=3[Cl:50])[CH3:40])=[N:37][NH:36][C:33]2=[N:34][CH:35]=1.C(=O)([O-])[O-].[K+].[K+].ClCCl, predict the reaction product. The product is: [Cl:50][C:42]1[C:43]([F:49])=[CH:44][CH:45]=[C:46]([O:47][CH3:48])[C:41]=1[CH:39]([C:38]1[C:32]2[C:33](=[N:34][CH:35]=[C:30]([C:18]3[CH:17]=[N:16][N:15]([C@H:12]4[CH2:11][CH2:10][C@H:9]([OH:8])[CH2:14][CH2:13]4)[CH:19]=3)[CH:31]=2)[NH:36][N:37]=1)[CH3:40].